Dataset: Reaction yield outcomes from USPTO patents with 853,638 reactions. Task: Predict the reaction yield, written as a fraction of the theoretical maximum amount of product (1.0 means a 100% yield; for example, 0.34 means a 34% yield). (1) The reactants are Cl.Cl[CH2:3][CH2:4][CH2:5][N:6]([CH3:8])[CH3:7].C(=O)([O-])[O-].[Cs+].[Cs+].[Cl:15][C:16]1[CH:21]=[CH:20][C:19]([C:22]2[N:27]=[C:26]([C:28]([O:30][CH2:31][CH3:32])=[O:29])[CH:25]=[CH:24][C:23]=2[C:33]2[C:38]([O:39][CH3:40])=[CH:37][CH:36]=[CH:35][C:34]=2[O:41][CH3:42])=[CH:18][C:17]=1[OH:43].C(O)(=O)CC(CC(O)=O)(C(O)=O)O. The catalyst is CN(C=O)C. The product is [Cl:15][C:16]1[CH:21]=[CH:20][C:19]([C:22]2[N:27]=[C:26]([C:28]([O:30][CH2:31][CH3:32])=[O:29])[CH:25]=[CH:24][C:23]=2[C:33]2[C:38]([O:39][CH3:40])=[CH:37][CH:36]=[CH:35][C:34]=2[O:41][CH3:42])=[CH:18][C:17]=1[O:43][CH2:3][CH2:4][CH2:5][N:6]([CH3:8])[CH3:7]. The yield is 0.910. (2) The reactants are [CH3:1][O:2][C:3]1[S:7][C:6]([C:8]([OH:10])=O)=[CH:5][C:4]=1[C:11]1[N:15]([CH3:16])[N:14]=[CH:13][CH:12]=1.[NH2:17][C@@H:18]([CH2:31][C:32]1[CH:37]=[CH:36][CH:35]=[CH:34][C:33]=1[C:38]([F:41])([F:40])[F:39])[CH2:19][N:20]1[C:28](=[O:29])[C:27]2[C:22](=[CH:23][CH:24]=[CH:25][CH:26]=2)[C:21]1=[O:30].C1CN([P+](Br)(N2CCCC2)N2CCCC2)CC1.F[P-](F)(F)(F)(F)F.CCN(C(C)C)C(C)C. The catalyst is C(Cl)(Cl)Cl. The product is [O:29]=[C:28]1[C:27]2[C:22](=[CH:23][CH:24]=[CH:25][CH:26]=2)[C:21](=[O:30])[N:20]1[CH2:19][C@@H:18]([NH:17][C:8]([C:6]1[S:7][C:3]([O:2][CH3:1])=[C:4]([C:11]2[N:15]([CH3:16])[N:14]=[CH:13][CH:12]=2)[CH:5]=1)=[O:10])[CH2:31][C:32]1[CH:37]=[CH:36][CH:35]=[CH:34][C:33]=1[C:38]([F:40])([F:39])[F:41]. The yield is 0.820. (3) The reactants are [Cl:1][C:2]1[CH:3]=[C:4]2[C:9](=[CH:10][C:11]=1[O:12][C:13]1[CH:18]=[CH:17][C:16]([C:19](=[O:29])[NH:20][CH:21]3[CH2:26][CH2:25][C:24]([CH3:28])([CH3:27])[CH2:23][CH2:22]3)=[CH:15][CH:14]=1)[O:8][CH2:7][CH2:6][CH:5]2[C:30]([O:32]CC)=[O:31].[OH-].[Na+]. The catalyst is C1COCC1.CCO. The product is [Cl:1][C:2]1[CH:3]=[C:4]2[C:9](=[CH:10][C:11]=1[O:12][C:13]1[CH:14]=[CH:15][C:16]([C:19](=[O:29])[NH:20][CH:21]3[CH2:22][CH2:23][C:24]([CH3:28])([CH3:27])[CH2:25][CH2:26]3)=[CH:17][CH:18]=1)[O:8][CH2:7][CH2:6][CH:5]2[C:30]([OH:32])=[O:31]. The yield is 0.800. (4) The reactants are [CH3:1][N:2]1[C:6]([N+:7]([O-])=O)=[CH:5][C:4]([C:10]2[O:11][CH:12]=[N:13][N:14]=2)=[N:3]1.[Cl-].[NH4+]. The catalyst is [Zn].C1COCC1.CO. The product is [CH3:1][N:2]1[C:6]([NH2:7])=[CH:5][C:4]([C:10]2[O:11][CH:12]=[N:13][N:14]=2)=[N:3]1. The yield is 0.310. (5) The catalyst is O1CCCC1.ClCCl. The yield is 0.460. The reactants are [Br:1][C:2]1[CH:7]=[C:6]([O:8][CH3:9])[C:5]([C:10]2[C:11](=[O:17])[CH2:12][CH2:13][C:14]=2[O:15][CH3:16])=[C:4]([Cl:18])[CH:3]=1.C[Si](C)(C)[N-][Si](C)(C)C.[K+].[CH2:29](Br)[C:30]#[CH:31]. The product is [Br:1][C:2]1[CH:7]=[C:6]([O:8][CH3:9])[C:5]([C:10]2[C:11](=[O:17])[CH:12]([CH2:31][C:30]#[CH:29])[CH2:13][C:14]=2[O:15][CH3:16])=[C:4]([Cl:18])[CH:3]=1.